From a dataset of NCI-60 drug combinations with 297,098 pairs across 59 cell lines. Regression. Given two drug SMILES strings and cell line genomic features, predict the synergy score measuring deviation from expected non-interaction effect. (1) Drug 1: C1=CC(=C2C(=C1NCCNCCO)C(=O)C3=C(C=CC(=C3C2=O)O)O)NCCNCCO. Drug 2: CC1C(C(CC(O1)OC2CC(OC(C2O)C)OC3=CC4=CC5=C(C(=O)C(C(C5)C(C(=O)C(C(C)O)O)OC)OC6CC(C(C(O6)C)O)OC7CC(C(C(O7)C)O)OC8CC(C(C(O8)C)O)(C)O)C(=C4C(=C3C)O)O)O)O. Cell line: HCC-2998. Synergy scores: CSS=41.4, Synergy_ZIP=9.83, Synergy_Bliss=12.3, Synergy_Loewe=2.90, Synergy_HSA=12.4. (2) Synergy scores: CSS=24.9, Synergy_ZIP=-8.74, Synergy_Bliss=-7.85, Synergy_Loewe=-14.3, Synergy_HSA=-9.68. Cell line: HOP-62. Drug 1: C1=CN(C=N1)CC(O)(P(=O)(O)O)P(=O)(O)O. Drug 2: CCN(CC)CCCC(C)NC1=C2C=C(C=CC2=NC3=C1C=CC(=C3)Cl)OC. (3) Drug 1: CC1=CC2C(CCC3(C2CCC3(C(=O)C)OC(=O)C)C)C4(C1=CC(=O)CC4)C. Drug 2: CCC1(CC2CC(C3=C(CCN(C2)C1)C4=CC=CC=C4N3)(C5=C(C=C6C(=C5)C78CCN9C7C(C=CC9)(C(C(C8N6C)(C(=O)OC)O)OC(=O)C)CC)OC)C(=O)OC)O.OS(=O)(=O)O. Cell line: KM12. Synergy scores: CSS=44.2, Synergy_ZIP=0.868, Synergy_Bliss=-0.480, Synergy_Loewe=-72.2, Synergy_HSA=0.510. (4) Drug 1: C1=CC=C(C(=C1)C(C2=CC=C(C=C2)Cl)C(Cl)Cl)Cl. Drug 2: CN(CC1=CN=C2C(=N1)C(=NC(=N2)N)N)C3=CC=C(C=C3)C(=O)NC(CCC(=O)O)C(=O)O. Cell line: HOP-92. Synergy scores: CSS=10.8, Synergy_ZIP=-3.18, Synergy_Bliss=-0.883, Synergy_Loewe=-20.2, Synergy_HSA=-5.28. (5) Drug 1: C1CCC(CC1)NC(=O)N(CCCl)N=O. Drug 2: C1=NC2=C(N=C(N=C2N1C3C(C(C(O3)CO)O)F)Cl)N. Cell line: NCIH23. Synergy scores: CSS=31.2, Synergy_ZIP=-8.82, Synergy_Bliss=-7.33, Synergy_Loewe=-33.3, Synergy_HSA=-4.64.